From a dataset of Reaction yield outcomes from USPTO patents with 853,638 reactions. Predict the reaction yield, written as a fraction of the theoretical maximum amount of product (1.0 means a 100% yield; for example, 0.34 means a 34% yield). The reactants are [CH2:1]([O:3][C:4]([C:6]1[CH:10]=[C:9]([O:11][CH:12]2[C:17](=O)[CH2:16][CH2:15][O:14][CH2:13]2)[NH:8][N:7]=1)=[O:5])[CH3:2].CS(O)(=O)=O. The catalyst is C(O)(=O)C.C1(C)C=CC=CC=1. The product is [N:7]1[N:8]2[C:9]([O:11][C:12]3[CH2:13][O:14][CH2:15][CH2:16][C:17]=32)=[CH:10][C:6]=1[C:4]([O:3][CH2:1][CH3:2])=[O:5]. The yield is 0.510.